The task is: Predict which catalyst facilitates the given reaction.. This data is from Catalyst prediction with 721,799 reactions and 888 catalyst types from USPTO. (1) Reactant: [CH2:1]([O:3][P:4]([C:9]([F:28])([F:27])[CH2:10][C@@H:11]([OH:26])[C@@H:12]([OH:25])[C@@H:13]([OH:24])[CH2:14][NH:15][O:16][CH2:17][C:18]1[CH:23]=[CH:22][CH:21]=[CH:20][CH:19]=1)(=[O:8])[O:5]CC)[CH3:2].[OH-].[Na+:30]. Product: [Na+:30].[CH2:1]([O:3][P:4]([C:9]([F:28])([F:27])[CH2:10][C@@H:11]([OH:26])[C@@H:12]([OH:25])[C@@H:13]([OH:24])[CH2:14][NH:15][O:16][CH2:17][C:18]1[CH:23]=[CH:22][CH:21]=[CH:20][CH:19]=1)(=[O:5])[O-:8])[CH3:2]. The catalyst class is: 6. (2) Reactant: C(OC(=O)[NH:7][C:8]1[CH:9]=[C:10]2[C:14](=[CH:15][CH:16]=1)[N:13]([C:17]1[CH:22]=[CH:21][C:20]([NH:23][C:24]([NH:26][C:27]3[CH:32]=[CH:31][C:30]([Cl:33])=[C:29]([C:34]([F:37])([F:36])[F:35])[CH:28]=3)=[O:25])=[CH:19][C:18]=1[F:38])[CH:12]=[CH:11]2)(C)(C)C.C(OC(=O)C)C.Cl. Product: [ClH:33].[NH2:7][C:8]1[CH:9]=[C:10]2[C:14](=[CH:15][CH:16]=1)[N:13]([C:17]1[CH:22]=[CH:21][C:20]([NH:23][C:24]([NH:26][C:27]3[CH:32]=[CH:31][C:30]([Cl:33])=[C:29]([C:34]([F:37])([F:36])[F:35])[CH:28]=3)=[O:25])=[CH:19][C:18]=1[F:38])[CH:12]=[CH:11]2. The catalyst class is: 13. (3) Reactant: [C:1]([O:5][C:6]([N:8]1[CH2:13][CH2:12][N:11]([C:14]2[CH:19]=[CH:18][C:17](Br)=[CH:16][C:15]=2[NH:21][CH2:22][C:23]2[CH:32]=[CH:31][C:30]3[C:25](=[CH:26][CH:27]=[CH:28][CH:29]=3)[CH:24]=2)[CH2:10][CH2:9]1)=[O:7])([CH3:4])([CH3:3])[CH3:2].P([O-])([O-])([O-])=O.[K+].[K+].[K+].[F:41][C:42]([F:53])([F:52])[C:43]1[CH:48]=[CH:47][C:46](B(O)O)=[CH:45][CH:44]=1. Product: [C:1]([O:5][C:6]([N:8]1[CH2:13][CH2:12][N:11]([C:14]2[CH:19]=[CH:18][C:17]([C:46]3[CH:47]=[CH:48][C:43]([C:42]([F:53])([F:52])[F:41])=[CH:44][CH:45]=3)=[CH:16][C:15]=2[NH:21][CH2:22][C:23]2[CH:32]=[CH:31][C:30]3[C:25](=[CH:26][CH:27]=[CH:28][CH:29]=3)[CH:24]=2)[CH2:10][CH2:9]1)=[O:7])([CH3:4])([CH3:3])[CH3:2]. The catalyst class is: 438. (4) Reactant: Cl[C:2]1[N:10]=[C:9]2[C:5]([N:6]=[CH:7][N:8]2[CH2:11][CH2:12][CH3:13])=[C:4]([NH:14][CH2:15][CH:16]([C:23]2[CH:28]=[CH:27][CH:26]=[CH:25][CH:24]=2)[C:17]2[CH:22]=[CH:21][CH:20]=[CH:19][CH:18]=2)[N:3]=1.[NH2:29][C@H:30]([CH2:33][CH3:34])[CH2:31][OH:32].CCOCC. Product: [C:17]1([CH:16]([C:23]2[CH:28]=[CH:27][CH:26]=[CH:25][CH:24]=2)[CH2:15][NH:14][C:4]2[N:3]=[C:2]([NH:29][C@H:30]([CH2:33][CH3:34])[CH2:31][OH:32])[N:10]=[C:9]3[C:5]=2[N:6]=[CH:7][N:8]3[CH2:11][CH2:12][CH3:13])[CH:22]=[CH:21][CH:20]=[CH:19][CH:18]=1. The catalyst class is: 6. (5) Reactant: [CH2:1]([C:3]1[CH:17]=[CH:16][C:6]([O:7][C:8]2[CH:14]=[CH:13][C:11]([NH2:12])=[CH:10][C:9]=2[F:15])=[C:5]([O:18][CH3:19])[CH:4]=1)[CH3:2].[CH:20](=O)[C:21]1[CH:26]=[CH:25][CH:24]=[N:23][CH:22]=1.[BH4-].[Na+]. Product: [CH2:1]([C:3]1[CH:17]=[CH:16][C:6]([O:7][C:8]2[CH:14]=[CH:13][C:11]([NH:12][CH2:20][C:21]3[CH:22]=[N:23][CH:24]=[CH:25][CH:26]=3)=[CH:10][C:9]=2[F:15])=[C:5]([O:18][CH3:19])[CH:4]=1)[CH3:2]. The catalyst class is: 5.